From a dataset of Forward reaction prediction with 1.9M reactions from USPTO patents (1976-2016). Predict the product of the given reaction. (1) The product is: [Cl:16][C:17]1[CH:22]=[CH:21][C:20]([CH2:23][C:24]([NH:1][N:2]2[N:11]=[C:10]([CH:12]3[CH2:13][CH2:14]3)[C:9]3[C:4](=[CH:5][CH:6]=[CH:7][CH:8]=3)[C:3]2=[O:15])=[O:25])=[CH:19][CH:18]=1. Given the reactants [NH2:1][N:2]1[N:11]=[C:10]([CH:12]2[CH2:14][CH2:13]2)[C:9]2[C:4](=[CH:5][CH:6]=[CH:7][CH:8]=2)[C:3]1=[O:15].[Cl:16][C:17]1[CH:22]=[CH:21][C:20]([CH2:23][C:24](O)=[O:25])=[CH:19][CH:18]=1, predict the reaction product. (2) Given the reactants [Cl:1][C:2]1[CH:3]=[CH:4][C:5]([O:19][C:20]([CH3:38])([C:22]2[N:26]([CH3:27])[C:25]([C:28]3[CH:33]=[CH:32][CH:31]=[CH:30][C:29]=3[C:34]([F:37])([F:36])[F:35])=[N:24][N:23]=2)[CH3:21])=[C:6]([CH:18]=1)[C:7]([NH:9][CH2:10][CH:11]1[CH2:15][O:14]C(C)(C)[O:12]1)=[O:8].Cl.O, predict the reaction product. The product is: [Cl:1][C:2]1[CH:3]=[CH:4][C:5]([O:19][C:20]([CH3:38])([C:22]2[N:26]([CH3:27])[C:25]([C:28]3[CH:33]=[CH:32][CH:31]=[CH:30][C:29]=3[C:34]([F:36])([F:37])[F:35])=[N:24][N:23]=2)[CH3:21])=[C:6]([CH:18]=1)[C:7]([NH:9][CH2:10][CH:11]([OH:12])[CH2:15][OH:14])=[O:8].